From a dataset of Forward reaction prediction with 1.9M reactions from USPTO patents (1976-2016). Predict the product of the given reaction. The product is: [CH2:15]=[C:12]1[CH2:13][CH2:14][C:9]2([O:8][CH2:1][CH2:2][O:29]2)[CH2:10][CH2:11]1. Given the reactants [CH2:1]([O:8][C:9]1[CH:14]=[CH:13][C:12]([CH:15]2CCC(=C)CC2)=[CH:11][CH:10]=1)[C:2]1C=CC=CC=1.C([O:29]C1C=CC(C2CCC(=O)CC2)=CC=1)C1C=CC=CC=1, predict the reaction product.